Predict the reaction yield, written as a fraction of the theoretical maximum amount of product (1.0 means a 100% yield; for example, 0.34 means a 34% yield). From a dataset of Reaction yield outcomes from USPTO patents with 853,638 reactions. (1) The reactants are [Cl:1][C:2]1[CH:3]=[C:4]2[C:8](=[CH:9][CH:10]=1)[NH:7][CH:6]=[C:5]2[CH2:11][CH2:12][NH:13][C:14](=[O:22])[C:15]1[CH:20]=[CH:19][C:18](I)=[CH:17][CH:16]=1.[Cl:23][C:24]1[CH:29]=[CH:28][CH:27]=[CH:26][C:25]=1B(O)O.C(=O)([O-])[O-].[Na+].[Na+]. The product is [Cl:23][C:24]1[CH:29]=[CH:28][CH:27]=[CH:26][C:25]=1[C:18]1[CH:19]=[CH:20][C:15]([C:14]([NH:13][CH2:12][CH2:11][C:5]2[C:4]3[C:8](=[CH:9][CH:10]=[C:2]([Cl:1])[CH:3]=3)[NH:7][CH:6]=2)=[O:22])=[CH:16][CH:17]=1. The yield is 0.820. The catalyst is C(COC)OC.O.C1C=CC([P]([Pd]([P](C2C=CC=CC=2)(C2C=CC=CC=2)C2C=CC=CC=2)([P](C2C=CC=CC=2)(C2C=CC=CC=2)C2C=CC=CC=2)[P](C2C=CC=CC=2)(C2C=CC=CC=2)C2C=CC=CC=2)(C2C=CC=CC=2)C2C=CC=CC=2)=CC=1. (2) The reactants are [Cl:1][C:2]1[CH:7]=[CH:6][C:5]([CH3:8])=[CH:4][C:3]=1[OH:9].[C:10](=O)([O-])[O-].[K+].[K+].CI. The catalyst is CN(C=O)C. The product is [Cl:1][C:2]1[CH:7]=[CH:6][C:5]([CH3:8])=[CH:4][C:3]=1[O:9][CH3:10]. The yield is 0.920.